This data is from Full USPTO retrosynthesis dataset with 1.9M reactions from patents (1976-2016). The task is: Predict the reactants needed to synthesize the given product. Given the product [C:1]([O:5][C:6]([N:8]1[CH2:9][CH2:10][N:11]([C:14]2[N:22]([CH2:23][C:24]#[C:25][CH3:26])[C:21]3[C:20](=[O:27])[N:19]([CH2:28][CH2:29][NH2:30])[C:18](=[O:33])[N:17]([CH3:34])[C:16]=3[N:15]=2)[CH2:12][CH2:13]1)=[O:7])([CH3:4])([CH3:2])[CH3:3], predict the reactants needed to synthesize it. The reactants are: [C:1]([O:5][C:6]([N:8]1[CH2:13][CH2:12][N:11]([C:14]2[N:22]([CH2:23][C:24]#[C:25][CH3:26])[C:21]3[C:20](=[O:27])[N:19]([CH2:28][CH2:29][N:30]=[N+]=[N-])[C:18](=[O:33])[N:17]([CH3:34])[C:16]=3[N:15]=2)[CH2:10][CH2:9]1)=[O:7])([CH3:4])([CH3:3])[CH3:2].O.C1(P(C2C=CC=CC=2)C2C=CC=CC=2)C=CC=CC=1.